Dataset: Peptide-MHC class I binding affinity with 185,985 pairs from IEDB/IMGT. Task: Regression. Given a peptide amino acid sequence and an MHC pseudo amino acid sequence, predict their binding affinity value. This is MHC class I binding data. (1) The peptide sequence is FRDYVDRFY. The MHC is HLA-A01:01 with pseudo-sequence HLA-A01:01. The binding affinity (normalized) is 0.432. (2) The peptide sequence is RGPYRAFVTI. The MHC is HLA-B44:03 with pseudo-sequence HLA-B44:03. The binding affinity (normalized) is 0.0944. (3) The peptide sequence is RYQATGFGT. The MHC is HLA-A02:01 with pseudo-sequence HLA-A02:01. The binding affinity (normalized) is 0. (4) The MHC is HLA-A68:02 with pseudo-sequence HLA-A68:02. The peptide sequence is LISIFLHLV. The binding affinity (normalized) is 0.614. (5) The peptide sequence is GMDPRMCSL. The MHC is HLA-A02:16 with pseudo-sequence HLA-A02:16. The binding affinity (normalized) is 0.728. (6) The peptide sequence is RMRRAEPAA. The MHC is HLA-A29:02 with pseudo-sequence HLA-A29:02. The binding affinity (normalized) is 0.00440. (7) The MHC is HLA-A02:11 with pseudo-sequence HLA-A02:11. The peptide sequence is NLGQHIYET. The binding affinity (normalized) is 0.674. (8) The peptide sequence is FQVNRFTGY. The MHC is HLA-A02:01 with pseudo-sequence HLA-A02:01. The binding affinity (normalized) is 0.0847. (9) The peptide sequence is ALYLVCGERG. The MHC is HLA-A02:01 with pseudo-sequence HLA-A02:01. The binding affinity (normalized) is 0. (10) The peptide sequence is NTYLFNILY. The MHC is HLA-B53:01 with pseudo-sequence HLA-B53:01. The binding affinity (normalized) is 0.201.